From a dataset of Catalyst prediction with 721,799 reactions and 888 catalyst types from USPTO. Predict which catalyst facilitates the given reaction. (1) Reactant: [ClH:1].[CH:2]([C:4]1[CH:5]=[C:6]2[C:11](=[CH:12][CH:13]=1)[CH:10]=[C:9]([S:14]([CH2:17][CH2:18][C:19]([N:21]1[CH2:26][CH2:25][CH:24]([C:27]3[N:31]4[CH2:32][CH2:33][CH2:34][CH2:35][C:30]4=[N:29][CH:28]=3)[CH2:23][CH2:22]1)=[O:20])(=[O:16])=[O:15])[CH:8]=[CH:7]2)=[CH2:3]. Product: [ClH:1].[CH2:2]([C:4]1[CH:5]=[C:6]2[C:11](=[CH:12][CH:13]=1)[CH:10]=[C:9]([S:14]([CH2:17][CH2:18][C:19]([N:21]1[CH2:26][CH2:25][CH:24]([C:27]3[N:31]4[CH2:32][CH2:33][CH2:34][CH2:35][C:30]4=[N:29][CH:28]=3)[CH2:23][CH2:22]1)=[O:20])(=[O:15])=[O:16])[CH:8]=[CH:7]2)[CH3:3]. The catalyst class is: 129. (2) Reactant: [C:1]([C@H:5]1[CH2:10][CH2:9][C@H:8]([NH:11][C:12]2[N:13]=[CH:14][C:15]3[C:20]([CH:21]=2)=[CH:19][C:18]([C:22](O)=[O:23])=[CH:17][CH:16]=3)[CH2:7][CH2:6]1)([CH3:4])([CH3:3])[CH3:2].[NH2:25][CH:26]1[CH2:31][CH2:30][CH2:29][CH:28]([C:32]([O:34][CH3:35])=[O:33])[CH2:27]1.CN(C(ON1N=NC2C=CC=NC1=2)=[N+](C)C)C.F[P-](F)(F)(F)(F)F.CCN(C(C)C)C(C)C. Product: [C:1]([C@H:5]1[CH2:10][CH2:9][C@H:8]([NH:11][C:12]2[N:13]=[CH:14][C:15]3[C:20]([CH:21]=2)=[CH:19][C:18]([C:22]([NH:25][CH:26]2[CH2:31][CH2:30][CH2:29][CH:28]([C:32]([O:34][CH3:35])=[O:33])[CH2:27]2)=[O:23])=[CH:17][CH:16]=3)[CH2:7][CH2:6]1)([CH3:4])([CH3:2])[CH3:3]. The catalyst class is: 39. (3) Reactant: [ClH:1].[S:2]1[CH:10]2[C:5]([CH2:6][NH:7][CH2:8][CH2:9]2)=[CH:4][C:3]1=[O:11].C(=O)([O-])[O-].[K+].[K+].Br[CH:19]([C:25]1[CH:30]=[CH:29][CH:28]=[CH:27][C:26]=1[F:31])[C:20]([CH:22]1[CH2:24][CH2:23]1)=[O:21]. Product: [ClH:1].[CH:22]1([C:20]([CH:19]([N:7]2[CH2:8][CH2:9][CH:10]3[S:2][C:3](=[O:11])[CH:4]=[C:5]3[CH2:6]2)[C:25]2[CH:30]=[CH:29][CH:28]=[CH:27][C:26]=2[F:31])=[O:21])[CH2:24][CH2:23]1. The catalyst class is: 10. (4) Reactant: [Br:1][C:2]1[CH:3]=[CH:4][C:5](F)=[C:6]([C:8]([C:10]2([OH:21])[CH2:16][CH2:15][C:14]3[CH:17]=[CH:18][CH:19]=[CH:20][C:13]=3[CH2:12][CH2:11]2)=[O:9])[CH:7]=1.[H-].[Na+]. Product: [Br:1][C:2]1[CH:3]=[CH:4][C:5]2[O:21][C:10]3([CH2:16][CH2:15][C:14]4[CH:17]=[CH:18][CH:19]=[CH:20][C:13]=4[CH2:12][CH2:11]3)[C:8](=[O:9])[C:6]=2[CH:7]=1. The catalyst class is: 1. (5) Reactant: [CH3:1][C:2]([CH3:14])([C:10]([CH3:13])=[CH:11][CH3:12])[CH2:3][CH2:4]/[CH:5]=[CH:6]/[C:7]([OH:9])=O.ClC(OCC)=O.[CH2:21]([N:23](CC)CC)[CH3:22].C(N)C.[Cl-].[Na+]. Product: [CH2:21]([NH:23][C:7](=[O:9])/[CH:6]=[CH:5]/[CH2:4][CH2:3][C:2]([CH3:1])([CH3:14])[C:10]([CH3:13])=[CH:11][CH3:12])[CH3:22]. The catalyst class is: 1. (6) Reactant: Cl[C:2]1[C:7]([N:8]2[CH2:13][CH2:12][N:11]([C:14]([O:16][C:17]([CH3:20])([CH3:19])[CH3:18])=[O:15])[CH2:10][CH2:9]2)=[N:6][CH:5]=[CH:4][N:3]=1.[OH-:21].[Na+].O. Product: [C:17]([O:16][C:14]([N:11]1[CH2:12][CH2:13][N:8]([C:7]2[C:2](=[O:21])[NH:3][CH:4]=[CH:5][N:6]=2)[CH2:9][CH2:10]1)=[O:15])([CH3:20])([CH3:19])[CH3:18]. The catalyst class is: 16. (7) Reactant: C([C:3]1[CH:8]=[CH:7][C:6]([C:9]2C=N[N:12]3[CH:17]=[CH:16][C:15]([C:18]4[CH:26]=[CH:25][C:21]([C:22]([OH:24])=O)=[CH:20][CH:19]=4)=N[C:13]=23)=CC=1)#N.C[N:28]1[CH2:33][CH2:32][O:31][CH2:30][CH2:29]1.CN(C(ON1N=NC2[CH:45]=[CH:46][CH:47]=[N:48][C:43]1=2)=[N+](C)C)C.F[P-](F)(F)(F)(F)F.[NH:58]1CCOC[CH2:59]1. Product: [N:28]1([C:22]([C:21]2[CH:20]=[CH:19][C:18]([C:15]3[CH:45]=[CH:46][C:47]4[N:48]=[CH:43][N:12]([C:13]5[CH:9]=[CH:6][C:7]([C:59]#[N:58])=[CH:8][CH:3]=5)[C:17]=4[CH:16]=3)=[CH:26][CH:25]=2)=[O:24])[CH2:29][CH2:30][O:31][CH2:32][CH2:33]1. The catalyst class is: 31.